This data is from Catalyst prediction with 721,799 reactions and 888 catalyst types from USPTO. The task is: Predict which catalyst facilitates the given reaction. (1) Product: [F:37][C:4]([F:3])([F:36])[O:5][C:6]1[CH:7]=[CH:8][C:9]([CH:12]=[CH:13][C:14]2[O:15][CH:16]=[C:17]([CH2:19][O:20][C:21]3[CH:26]=[CH:25][C:24]([CH2:27][CH2:28][CH2:29][CH2:30][C:31]4[N:32]=[N:33][N:34]([CH2:39][CH2:40][OH:41])[N:35]=4)=[CH:23][CH:22]=3)[N:18]=2)=[CH:10][CH:11]=1.[F:37][C:4]([F:3])([F:36])[O:5][C:6]1[CH:7]=[CH:8][C:9]([CH:12]=[CH:13][C:14]2[O:15][CH:16]=[C:17]([CH2:19][O:20][C:21]3[CH:26]=[CH:25][C:24]([CH2:27][CH2:28][CH2:29][CH2:30][C:31]4[N:35]([CH2:39][CH2:40][OH:41])[N:34]=[N:33][N:32]=4)=[CH:23][CH:22]=3)[N:18]=2)=[CH:10][CH:11]=1. The catalyst class is: 3. Reactant: [H-].[Na+].[F:3][C:4]([F:37])([F:36])[O:5][C:6]1[CH:11]=[CH:10][C:9](/[CH:12]=[CH:13]/[C:14]2[O:15][CH:16]=[C:17]([CH2:19][O:20][C:21]3[CH:26]=[CH:25][C:24]([CH2:27][CH2:28][CH2:29][CH2:30][C:31]4[N:32]=[N:33][NH:34][N:35]=4)=[CH:23][CH:22]=3)[N:18]=2)=[CH:8][CH:7]=1.Br[CH2:39][CH2:40][OH:41]. (2) Reactant: [Cl:1][C:2]([Cl:6])([Cl:5])[C:3]#[N:4].CO[CH:9](OC)[CH2:10][NH2:11]. Product: [Cl:1][C:2]([Cl:6])([Cl:5])[C:3]1[NH:11][CH:10]=[CH:9][N:4]=1. The catalyst class is: 1.